The task is: Predict the reaction yield, written as a fraction of the theoretical maximum amount of product (1.0 means a 100% yield; for example, 0.34 means a 34% yield).. This data is from Reaction yield outcomes from USPTO patents with 853,638 reactions. (1) The reactants are [OH:1][CH:2]([C:4]1([C:10]([O:12][CH2:13][CH3:14])=[O:11])[CH2:9][O:8][CH2:7][O:6][CH2:5]1)[CH3:3].[C:15]1([CH3:25])[CH:20]=[CH:19][C:18]([S:21](Cl)(=[O:23])=[O:22])=[CH:17][CH:16]=1.O. The catalyst is N1C=CC=CC=1. The product is [S:21]([O:1][CH:2]([C:4]1([C:10]([O:12][CH2:13][CH3:14])=[O:11])[CH2:9][O:8][CH2:7][O:6][CH2:5]1)[CH3:3])([C:18]1[CH:19]=[CH:20][C:15]([CH3:25])=[CH:16][CH:17]=1)(=[O:23])=[O:22]. The yield is 0.760. (2) The reactants are [Cl:1][C:2]1[CH:7]=[CH:6][C:5]([N:8]2[C:12]([Sn](CCCC)(CCCC)CCCC)=[CH:11][CH:10]=[N:9]2)=[CH:4][CH:3]=1.[CH3:26][NH:27][C:28]([C:30]1[C:31](=[O:48])[N:32]([C:38]2[CH:43]=[CH:42][CH:41]=[C:40]([C:44]([F:47])([F:46])[F:45])[CH:39]=2)[C:33]([CH3:37])=[C:34](I)[CH:35]=1)=[O:29]. The catalyst is COCCOC. The product is [CH3:26][NH:27][C:28]([C:30]1[C:31](=[O:48])[N:32]([C:38]2[CH:43]=[CH:42][CH:41]=[C:40]([C:44]([F:47])([F:45])[F:46])[CH:39]=2)[C:33]([CH3:37])=[C:34]([C:12]2[N:8]([C:5]3[CH:4]=[CH:3][C:2]([Cl:1])=[CH:7][CH:6]=3)[N:9]=[CH:10][CH:11]=2)[CH:35]=1)=[O:29]. The yield is 0.170. (3) The reactants are C([O:3][C:4](=[O:20])[CH2:5][CH:6]([CH2:11][P:12]([O:17][CH2:18][CH3:19])([O:14][CH2:15][CH3:16])=[O:13])[CH2:7][CH:8]([CH3:10])[CH3:9])C.Cl. The catalyst is O1CCOCC1.O. The product is [CH2:18]([O:17][P:12]([CH2:11][CH:6]([CH2:7][CH:8]([CH3:10])[CH3:9])[CH2:5][C:4]([OH:20])=[O:3])([O:14][CH2:15][CH3:16])=[O:13])[CH3:19]. The yield is 0.790. (4) The reactants are [N:1]1[C:10]2[C:5](=[CH:6][CH:7]=[CH:8][CH:9]=2)[N:4]=[CH:3][C:2]=1[C:11]1[CH:12]=[C:13]([NH2:17])[CH:14]=[CH:15][CH:16]=1.CCN(CC)CC.[Cl:25][CH2:26][C:27](Cl)=[O:28]. The catalyst is C1COCC1. The product is [Cl:25][CH2:26][C:27]([NH:17][C:13]1[CH:14]=[CH:15][CH:16]=[C:11]([C:2]2[CH:3]=[N:4][C:5]3[C:10](=[CH:9][CH:8]=[CH:7][CH:6]=3)[N:1]=2)[CH:12]=1)=[O:28]. The yield is 0.760.